This data is from Full USPTO retrosynthesis dataset with 1.9M reactions from patents (1976-2016). The task is: Predict the reactants needed to synthesize the given product. Given the product [CH3:1][C:2]([CH3:16])([CH3:15])[C:3]([O:5][C:6]1[CH:14]=[CH:13][CH:12]=[CH:11][C:7]=1[C:8]([Cl:19])=[O:9])=[O:4], predict the reactants needed to synthesize it. The reactants are: [CH3:1][C:2]([CH3:16])([CH3:15])[C:3]([O:5][C:6]1[CH:14]=[CH:13][CH:12]=[CH:11][C:7]=1[C:8](O)=[O:9])=[O:4].S(Cl)([Cl:19])=O.